This data is from Full USPTO retrosynthesis dataset with 1.9M reactions from patents (1976-2016). The task is: Predict the reactants needed to synthesize the given product. (1) The reactants are: [CH3:1][O:2][C:3]([C:5]1[S:6][CH:7]=[CH:8][C:9]=1[S:10](=[O:19])(=[O:18])[NH:11][C:12]1[CH:17]=[CH:16][CH:15]=[CH:14][CH:13]=1)=[O:4].[CH3:20][O:21][CH2:22]Br. Given the product [CH3:1][O:2][C:3]([C:5]1[S:6][CH:7]=[CH:8][C:9]=1[S:10](=[O:19])(=[O:18])[N:11]([CH2:20][O:21][CH3:22])[C:12]1[CH:17]=[CH:16][CH:15]=[CH:14][CH:13]=1)=[O:4], predict the reactants needed to synthesize it. (2) Given the product [N:6]1([NH:5][C:14]([C:16]2[C:20]([CH2:21][OH:22])=[C:19]([C:23]3[CH:28]=[CH:27][C:26]([OH:29])=[CH:25][CH:24]=3)[N:18]([C:30]3[CH:35]=[CH:34][C:33]([Cl:36])=[CH:32][C:31]=3[Cl:37])[N:17]=2)=[O:13])[CH2:11][CH2:10][CH2:9][CH2:8][CH2:7]1, predict the reactants needed to synthesize it. The reactants are: [Al+3].[Cl-].[Cl-].[Cl-].[NH2:5][N:6]1[CH2:11][CH2:10][CH2:9][CH2:8][CH2:7]1.C[O:13][C:14]([C:16]1[C:20]([CH2:21][OH:22])=[C:19]([C:23]2[CH:28]=[CH:27][C:26]([OH:29])=[CH:25][CH:24]=2)[N:18]([C:30]2[CH:35]=[CH:34][C:33]([Cl:36])=[CH:32][C:31]=2[Cl:37])[N:17]=1)=O. (3) Given the product [CH:1]1([C:4]2[N:9]=[CH:8][C:7]([CH:10]([N:13]3[CH2:18][CH2:17][C:16]([F:19])([F:20])[CH2:15][CH2:14]3)[CH2:11][NH2:12])=[CH:6][N:5]=2)[CH2:3][CH2:2]1, predict the reactants needed to synthesize it. The reactants are: [CH:1]1([C:4]2[N:9]=[CH:8][C:7]([CH:10]([N:13]3[CH2:18][CH2:17][C:16]([F:20])([F:19])[CH2:15][CH2:14]3)[C:11]#[N:12])=[CH:6][N:5]=2)[CH2:3][CH2:2]1.